Dataset: Peptide-MHC class I binding affinity with 185,985 pairs from IEDB/IMGT. Task: Regression. Given a peptide amino acid sequence and an MHC pseudo amino acid sequence, predict their binding affinity value. This is MHC class I binding data. (1) The peptide sequence is VTFQGKFKK. The MHC is HLA-A69:01 with pseudo-sequence HLA-A69:01. The binding affinity (normalized) is 0.0847. (2) The peptide sequence is IQNVPGPHR. The MHC is HLA-A02:01 with pseudo-sequence HLA-A02:01. The binding affinity (normalized) is 0. (3) The peptide sequence is RPAPARLPL. The MHC is HLA-A03:01 with pseudo-sequence HLA-A03:01. The binding affinity (normalized) is 0.0847. (4) The peptide sequence is WTVNDIQKL. The MHC is HLA-B44:02 with pseudo-sequence HLA-B44:02. The binding affinity (normalized) is 0. (5) The peptide sequence is FLIYFRSPL. The MHC is HLA-A02:01 with pseudo-sequence HLA-A02:01. The binding affinity (normalized) is 0.778. (6) The peptide sequence is LRKRLRLI. The MHC is Mamu-B03 with pseudo-sequence Mamu-B03. The binding affinity (normalized) is 0.415. (7) The peptide sequence is ILLKMVTHF. The MHC is HLA-B15:01 with pseudo-sequence HLA-B15:01. The binding affinity (normalized) is 0.949.